Task: Predict the reaction yield, written as a fraction of the theoretical maximum amount of product (1.0 means a 100% yield; for example, 0.34 means a 34% yield).. Dataset: Reaction yield outcomes from USPTO patents with 853,638 reactions (1) The reactants are [N:1]1([CH2:7][C:8]2[CH:13]=[CH:12][C:11]([C:14]#[C:15][C:16]3[CH:24]=[CH:23][C:19]([C:20](O)=[O:21])=[CH:18][CH:17]=3)=[CH:10][CH:9]=2)[CH2:6][CH2:5][O:4][CH2:3][CH2:2]1.Cl.CN(C(ON1N=NC2C=CC=NC1=2)=[N+](C)C)C.F[P-](F)(F)(F)(F)F.CCN(C(C)C)C(C)C.[CH:59]1[C:71]2[CH:70]([CH2:72][O:73][C:74]([N:76]3[CH2:80][CH2:79][CH:78]([CH:81]([NH2:86])[C:82]([O:84][CH3:85])=[O:83])[CH2:77]3)=[O:75])[C:69]3[C:64](=[CH:65][CH:66]=[CH:67][CH:68]=3)[C:63]=2[CH:62]=[CH:61][CH:60]=1. The catalyst is CN(C=O)C.CCOC(C)=O. The product is [CH:59]1[C:71]2[CH:70]([CH2:72][O:73][C:74]([N:76]3[CH2:80][CH2:79][CH:78]([CH:81]([C:82]([O:84][CH3:85])=[O:83])[NH:86][C:20](=[O:21])[C:19]4[CH:18]=[CH:17][C:16]([C:15]#[C:14][C:11]5[CH:12]=[CH:13][C:8]([CH2:7][N:1]6[CH2:6][CH2:5][O:4][CH2:3][CH2:2]6)=[CH:9][CH:10]=5)=[CH:24][CH:23]=4)[CH2:77]3)=[O:75])[C:69]3[C:64](=[CH:65][CH:66]=[CH:67][CH:68]=3)[C:63]=2[CH:62]=[CH:61][CH:60]=1. The yield is 0.990. (2) The reactants are [N:1]1([CH2:6][CH2:7][O:8][C:9]2[CH:14]=[CH:13][C:12]([NH2:15])=[CH:11][CH:10]=2)[CH2:5][CH2:4][CH2:3][CH2:2]1.[F:16][C:17]1[CH:18]=[C:19]2[C:23](=[CH:24][CH:25]=1)[NH:22][C:21](=[O:26])[C:20]2=[CH:27]O. No catalyst specified. The product is [F:16][C:17]1[CH:18]=[C:19]2[C:23](=[CH:24][CH:25]=1)[NH:22][C:21](=[O:26])[C:20]2=[CH:27][NH:15][C:12]1[CH:11]=[CH:10][C:9]([O:8][CH2:7][CH2:6][N:1]2[CH2:5][CH2:4][CH2:3][CH2:2]2)=[CH:14][CH:13]=1. The yield is 0.690. (3) The reactants are [CH:1]([O:14][C:15]1[C:24]2[N:23]=[CH:22][CH:21]=[N:20][C:19]=2[C:18]([OH:25])=[C:17]2[C:26](=[O:38])[N:27]([CH2:30][C:31]3[CH:36]=[CH:35][C:34]([F:37])=[CH:33][CH:32]=3)[C:28](=[O:29])[C:16]=12)([C:8]1[CH:13]=[CH:12][CH:11]=[CH:10][CH:9]=1)[C:2]1[CH:7]=[CH:6][CH:5]=[CH:4][CH:3]=1.[C:39]([O-])([O-])=O.[K+].[K+].CI. The catalyst is CN(C=O)C. The product is [CH:1]([O:14][C:15]1[C:24]2[N:23]=[CH:22][CH:21]=[N:20][C:19]=2[C:18]([O:25][CH3:39])=[C:17]2[C:26](=[O:38])[N:27]([CH2:30][C:31]3[CH:32]=[CH:33][C:34]([F:37])=[CH:35][CH:36]=3)[C:28](=[O:29])[C:16]=12)([C:2]1[CH:7]=[CH:6][CH:5]=[CH:4][CH:3]=1)[C:8]1[CH:9]=[CH:10][CH:11]=[CH:12][CH:13]=1. The yield is 0.780. (4) The reactants are CCN(C(C)C)C(C)C.[OH:10][C:11]1[CH:12]=[CH:13][CH:14]=[C:15]2[C:20]=1[O:19][C:18](=[O:21])[C:17]([C:22]([OH:24])=O)=[CH:16]2.CN(C(ON1N=NC2C=CC=NC1=2)=[N+](C)C)C.F[P-](F)(F)(F)(F)F.[O:49]1[C:54]2[CH:55]=[CH:56][C:57]([C:59]3[CH:60]=[C:61]([NH2:65])[CH:62]=[CH:63][CH:64]=3)=[CH:58][C:53]=2[O:52][CH2:51][CH2:50]1. The catalyst is CN(C=O)C. The product is [O:49]1[C:54]2[CH:55]=[CH:56][C:57]([C:59]3[CH:60]=[C:61]([NH:65][C:22]([C:17]4[C:18](=[O:21])[O:19][C:20]5[C:15]([CH:16]=4)=[CH:14][CH:13]=[CH:12][C:11]=5[OH:10])=[O:24])[CH:62]=[CH:63][CH:64]=3)=[CH:58][C:53]=2[O:52][CH2:51][CH2:50]1. The yield is 0.390.